Dataset: Full USPTO retrosynthesis dataset with 1.9M reactions from patents (1976-2016). Task: Predict the reactants needed to synthesize the given product. (1) Given the product [CH3:11][O:10][CH2:9][C@@H:8]([N:7]1[CH2:2][CH2:3][NH:4][C:5]1=[O:6])[CH3:12], predict the reactants needed to synthesize it. The reactants are: Cl[CH2:2][CH2:3][NH:4][C:5]([NH:7][C@@H:8]([CH3:12])[CH2:9][O:10][CH3:11])=[O:6].[H-].[Na+].CCOC(C)=O.O. (2) The reactants are: [C:1]([O:5][C:6]([N:8]1[CH2:13][CH2:12][C:11]([C:17]2[CH:22]=[CH:21][N:20]=[C:19]([Cl:23])[CH:18]=2)(C(O)=O)[CH2:10][CH2:9]1)=[O:7])([CH3:4])([CH3:3])[CH3:2]. Given the product [Cl:23][C:19]1[CH:18]=[C:17]([CH:11]2[CH2:12][CH2:13][N:8]([C:6]([O:5][C:1]([CH3:4])([CH3:3])[CH3:2])=[O:7])[CH2:9][CH2:10]2)[CH:22]=[CH:21][N:20]=1, predict the reactants needed to synthesize it. (3) The reactants are: [CH3:1][N:2]([CH3:40])[C:3]1[CH:8]=[CH:7][C:6]([C:9]2[N:18]=[C:17]([O:19][CH2:20][C@@H:21]3[CH2:26][N:25]([CH2:27][CH2:28][N:29]4C(=O)C5C(=CC=CC=5)C4=O)[CH2:24][CH2:23][O:22]3)[C:16]3[C:11](=[N:12][CH:13]=[CH:14][N:15]=3)[CH:10]=2)=[CH:5][CH:4]=1.Cl. Given the product [NH2:29][CH2:28][CH2:27][N:25]1[CH2:24][CH2:23][O:22][C@H:21]([CH2:20][O:19][C:17]2[C:16]3[C:11](=[N:12][CH:13]=[CH:14][N:15]=3)[CH:10]=[C:9]([C:6]3[CH:7]=[CH:8][C:3]([N:2]([CH3:1])[CH3:40])=[CH:4][CH:5]=3)[N:18]=2)[CH2:26]1, predict the reactants needed to synthesize it. (4) The reactants are: O[CH2:2][C:3]1[CH:20]=[CH:19][C:6]([CH2:7][N:8]2[CH:13]=[C:12]([C:14]([F:17])([F:16])[F:15])[CH:11]=[CH:10][C:9]2=[O:18])=[CH:5][CH:4]=1.[Cl:21][C:22]1[N:27]=[CH:26][N:25]=[C:24]2[NH:28][N:29]=[CH:30][C:23]=12.C1(P(C2C=CC=CC=2)C2C=CC=CC=2)C=CC=CC=1.N(/C(OC(C)C)=O)=N\C(OC(C)C)=O. Given the product [Cl:21][C:22]1[C:23]2[C:24](=[N:28][N:29]([CH2:2][C:3]3[CH:20]=[CH:19][C:6]([CH2:7][N:8]4[CH:13]=[C:12]([C:14]([F:17])([F:16])[F:15])[CH:11]=[CH:10][C:9]4=[O:18])=[CH:5][CH:4]=3)[CH:30]=2)[N:25]=[CH:26][N:27]=1, predict the reactants needed to synthesize it. (5) The reactants are: [CH2:1]([N:8]1[CH2:12][CH2:11][C@@H:10]([NH:13][CH3:14])[CH2:9]1)[C:2]1[CH:7]=[CH:6][CH:5]=[CH:4][CH:3]=1.[C:26]([O:25][C:23](O[C:23]([O:25][C:26]([CH3:29])([CH3:28])[CH3:27])=[O:24])=[O:24])([CH3:29])([CH3:28])[CH3:27].[OH-].[Na+]. Given the product [C:26]([O:25][C:23](=[O:24])[N:13]([C@@H:10]1[CH2:11][CH2:12][N:8]([CH2:1][C:2]2[CH:7]=[CH:6][CH:5]=[CH:4][CH:3]=2)[CH2:9]1)[CH3:14])([CH3:27])([CH3:28])[CH3:29], predict the reactants needed to synthesize it. (6) Given the product [C:21]([O:20][C:18]([N:14]1[C:15]2[C:11](=[CH:10][C:9]([OH:8])=[CH:17][CH:16]=2)[CH2:12][CH2:13]1)=[O:19])([CH3:24])([CH3:22])[CH3:23], predict the reactants needed to synthesize it. The reactants are: C([O:8][C:9]1[CH:10]=[C:11]2[C:15](=[CH:16][CH:17]=1)[N:14]([C:18]([O:20][C:21]([CH3:24])([CH3:23])[CH3:22])=[O:19])[CH:13]=[CH:12]2)C1C=CC=CC=1.[H][H].